The task is: Predict the reaction yield, written as a fraction of the theoretical maximum amount of product (1.0 means a 100% yield; for example, 0.34 means a 34% yield).. This data is from Reaction yield outcomes from USPTO patents with 853,638 reactions. (1) The reactants are [I:1][C:2]1[N:7]([CH2:8][CH2:9][O:10][CH3:11])[C:6](=[S:12])[NH:5][C:4](=[O:13])[CH:3]=1.[CH:14](N(C(C)C)CC)(C)C.IC. The catalyst is CC#N. The product is [I:1][C:2]1[N:7]([CH2:8][CH2:9][O:10][CH3:11])[C:6]([S:12][CH3:14])=[N:5][C:4](=[O:13])[CH:3]=1. The yield is 0.430. (2) The reactants are [CH:1]([N:3]([CH3:6])[CH2:4][OH:5])=O.[Cl:7][C:8]1[C:12]([Cl:13])=[C:11]([C:14]([NH2:16])=[O:15])[S:10][N:9]=1.C(O)(=O)C.S(=O)(=O)(O)O. The catalyst is O. The product is [CH:4]([N:3]([CH2:1][NH:16][C:14]([C:11]1[S:10][N:9]=[C:8]([Cl:7])[C:12]=1[Cl:13])=[O:15])[CH3:6])=[O:5]. The yield is 0.426. (3) The reactants are COC(C1C=C(O)C2C(=C(OCC3C=CC=CC=3)C=C(C#CCOCC3C=CC=CC=3)C=2)N=1)=O.C([O:42][C:43]([C:45]1[CH:54]=[C:53]([O:55]CC2C=CC=CC=2)[C:52]2[C:47](=[C:48]([O:71]CC3C=CC=CC=3)[C:49]([C:63]#[C:64][C:65]3[CH:70]=[CH:69][CH:68]=[CH:67][CH:66]=3)=[CH:50][CH:51]=2)[N:46]=1)=[O:44])C1C=CC=CC=1. No catalyst specified. The product is [OH:55][C:53]1[C:52]2[C:47](=[C:48]([OH:71])[C:49]([CH2:63][CH2:64][C:65]3[CH:70]=[CH:69][CH:68]=[CH:67][CH:66]=3)=[CH:50][CH:51]=2)[N:46]=[C:45]([C:43]([OH:44])=[O:42])[CH:54]=1. The yield is 0.870. (4) The reactants are [CH3:1][C:2]1[C:6]([C:7]2[CH:8]=[CH:9][C:10]([C:25]([O:27]C)=O)=[C:11]3[C:16]=2[O:15][CH2:14][CH:13]([C:17]2[CH:22]=[CH:21][CH:20]=[CH:19][CH:18]=2)[N:12]3[N:23]=O)=[C:5]([CH3:29])[O:4][N:3]=1.[Cl-].[NH4+]. The catalyst is C(OCC)(=O)C.CO.[Zn]. The product is [CH3:1][C:2]1[C:6]([C:7]2[C:16]3[O:15][CH2:14][CH:13]([C:17]4[CH:22]=[CH:21][CH:20]=[CH:19][CH:18]=4)[N:12]4[C:11]=3[C:10]([C:25](=[O:27])[NH:23]4)=[CH:9][CH:8]=2)=[C:5]([CH3:29])[O:4][N:3]=1. The yield is 0.700. (5) The reactants are [H-].COCCO[Al+]OCCOC.[Na+].[H-].[CH2:15]([C:17]([C:35]1[CH:40]=[CH:39][C:38]([OH:41])=[C:37]([CH3:42])[CH:36]=1)([C:20]1[CH:25]=[CH:24][C:23]([C:26]#[C:27][C:28]2([OH:33])[CH2:32][CH2:31][CH2:30][CH2:29]2)=[C:22]([CH3:34])[CH:21]=1)[CH2:18][CH3:19])[CH3:16]. The catalyst is O1CCCC1.C(OCC)(=O)C.[Cl-].[Na+].O. The product is [CH2:15]([C:17]([C:35]1[CH:40]=[CH:39][C:38]([OH:41])=[C:37]([CH3:42])[CH:36]=1)([C:20]1[CH:25]=[CH:24][C:23](/[CH:26]=[CH:27]/[C:28]2([OH:33])[CH2:32][CH2:31][CH2:30][CH2:29]2)=[C:22]([CH3:34])[CH:21]=1)[CH2:18][CH3:19])[CH3:16]. The yield is 0.920. (6) The reactants are [Cl:1][C:2]1[C:11]2[C:6](=[CH:7][CH:8]=[CH:9][C:10]=2[O:12][CH:13]2[CH2:18][CH2:17][N:16]([CH3:19])[CH2:15][CH2:14]2)[N:5]=[CH:4][N:3]=1.[C:20]([C:22]1[CH:23]=[C:24]([CH:26]=[CH:27][CH:28]=1)[NH2:25])#[CH:21]. No catalyst specified. The product is [ClH:1].[C:20]([C:22]1[CH:23]=[C:24]([CH:26]=[CH:27][CH:28]=1)[NH:25][C:2]1[C:11]2[C:6](=[CH:7][CH:8]=[CH:9][C:10]=2[O:12][CH:13]2[CH2:18][CH2:17][N:16]([CH3:19])[CH2:15][CH2:14]2)[N:5]=[CH:4][N:3]=1)#[CH:21]. The yield is 0.270.